From a dataset of Experimental lipophilicity measurements (octanol/water distribution) for 4,200 compounds from AstraZeneca. Regression/Classification. Given a drug SMILES string, predict its absorption, distribution, metabolism, or excretion properties. Task type varies by dataset: regression for continuous measurements (e.g., permeability, clearance, half-life) or binary classification for categorical outcomes (e.g., BBB penetration, CYP inhibition). For this dataset (lipophilicity_astrazeneca), we predict Y. (1) The drug is O=C1NC(c2ccc(Br)cc2)Nc2ccccc21. The Y is 2.68 logD. (2) The compound is NC1(C(=O)N[C@@H](CCN2CCCCC2)c2ccc(Cl)cc2)CCN(c2ncnc3[nH]ccc23)CC1. The Y is 2.40 logD. (3) The compound is O=C(CC12CC3CC(CC(C3)C1)C2)Nc1cccc2nc(NCCNCCO)ccc12. The Y is 1.79 logD. (4) The compound is C=CCOc1ccccc1OCC(O)CNC(C)C. The Y is 0.200 logD. (5) The compound is Cc1ccc(C#N)cc1-c1cc(C(F)(F)F)ccc1OCC(=O)O. The Y is 0.150 logD. (6) The compound is N#Cc1cccc(-c2nc(-c3ccccn3)no2)c1. The Y is 2.20 logD.